From a dataset of Merck oncology drug combination screen with 23,052 pairs across 39 cell lines. Regression. Given two drug SMILES strings and cell line genomic features, predict the synergy score measuring deviation from expected non-interaction effect. (1) Drug 1: CN(Cc1cnc2nc(N)nc(N)c2n1)c1ccc(C(=O)NC(CCC(=O)O)C(=O)O)cc1. Drug 2: N#Cc1ccc(Cn2cncc2CN2CCN(c3cccc(Cl)c3)C(=O)C2)cc1. Cell line: A375. Synergy scores: synergy=-7.65. (2) Drug 1: COc1cccc2c1C(=O)c1c(O)c3c(c(O)c1C2=O)CC(O)(C(=O)CO)CC3OC1CC(N)C(O)C(C)O1. Drug 2: Cc1nc(Nc2ncc(C(=O)Nc3c(C)cccc3Cl)s2)cc(N2CCN(CCO)CC2)n1. Cell line: RKO. Synergy scores: synergy=27.2. (3) Cell line: LOVO. Synergy scores: synergy=-2.49. Drug 1: COC1=C2CC(C)CC(OC)C(O)C(C)C=C(C)C(OC(N)=O)C(OC)C=CC=C(C)C(=O)NC(=CC1=O)C2=O. Drug 2: CCc1cnn2c(NCc3ccc[n+]([O-])c3)cc(N3CCCCC3CCO)nc12. (4) Drug 1: COc1cccc2c1C(=O)c1c(O)c3c(c(O)c1C2=O)CC(O)(C(=O)CO)CC3OC1CC(N)C(O)C(C)O1. Drug 2: CC1(c2nc3c(C(N)=O)cccc3[nH]2)CCCN1. Cell line: VCAP. Synergy scores: synergy=6.47. (5) Drug 1: COC1CC2CCC(C)C(O)(O2)C(=O)C(=O)N2CCCCC2C(=O)OC(C(C)CC2CCC(OP(C)(C)=O)C(OC)C2)CC(=O)C(C)C=C(C)C(O)C(OC)C(=O)C(C)CC(C)C=CC=CC=C1C. Drug 2: NC1CCCCC1N.O=C(O)C(=O)O.[Pt+2]. Cell line: HT144. Synergy scores: synergy=-3.10.